Dataset: Reaction yield outcomes from USPTO patents with 853,638 reactions. Task: Predict the reaction yield, written as a fraction of the theoretical maximum amount of product (1.0 means a 100% yield; for example, 0.34 means a 34% yield). (1) The reactants are [CH3:1][O:2][C:3]1[CH:4]=[C:5]2[C:10](=[CH:11][C:12]=1[O:13][CH3:14])[N:9]=[CH:8][N:7]=[C:6]2[O:15][C:16]1[CH:17]=[C:18]2[C:23](=[CH:24][CH:25]=1)[C:22]([C:26]([OH:28])=O)=[CH:21][CH:20]=[CH:19]2.O[C:30]1[C:38]2[N:37]=N[NH:35][C:34]=2[CH:33]=[CH:32][CH:31]=1.C(N(CC)CC)C.C1(N)C=CC=CC=1N. The catalyst is [Cl-].[Na+].O.CN(C=O)C. The product is [NH2:35][C:34]1[CH:33]=[CH:32][CH:31]=[CH:30][C:38]=1[NH:37][C:26]([C:22]1[C:23]2[C:24](=[CH:25][C:16]([O:15][C:6]3[C:5]4[C:10](=[CH:11][C:12]([O:13][CH3:14])=[C:3]([O:2][CH3:1])[CH:4]=4)[N:9]=[CH:8][N:7]=3)=[CH:17][CH:18]=2)[CH:19]=[CH:20][CH:21]=1)=[O:28]. The yield is 0.840. (2) The reactants are [Cl:1][C:2]1[CH:3]=[C:4]([C:9]2[S:10][CH:11]=[C:12]([C:15]([CH3:17])=O)[C:13]=2[OH:14])[CH:5]=[CH:6][C:7]=1[Cl:8].[N:18]1[C:27]2[C:22](=[CH:23][C:24]([C:28]([NH:30][NH2:31])=[O:29])=[CH:25][CH:26]=2)[N:21]=[CH:20][CH:19]=1. The catalyst is CS(C)=O. The product is [Cl:1][C:2]1[CH:3]=[C:4]([C:9]2[S:10][CH:11]=[C:12]([C:15](=[N:31][NH:30][C:28]([C:24]3[CH:23]=[C:22]4[C:27](=[CH:26][CH:25]=3)[N:18]=[CH:19][CH:20]=[N:21]4)=[O:29])[CH3:17])[C:13]=2[OH:14])[CH:5]=[CH:6][C:7]=1[Cl:8]. The yield is 0.100. (3) The reactants are Br[C:2]1[CH:3]=[C:4]([C:8]2[CH:9]=[N:10][CH:11]=[CH:12][CH:13]=2)[CH:5]=[CH:6][CH:7]=1.C([Li])(C)(C)C.[CH2:19]([Sn:23](Cl)([CH2:28][CH2:29][CH2:30][CH3:31])[CH2:24][CH2:25][CH2:26][CH3:27])[CH2:20][CH2:21][CH3:22].CO. The catalyst is O1CCCC1.C(N(CC)CC)C. The product is [CH2:28]([Sn:23]([CH2:19][CH2:20][CH2:21][CH3:22])([CH2:24][CH2:25][CH2:26][CH3:27])[C:2]1[CH:3]=[C:4]([C:8]2[CH:9]=[N:10][CH:11]=[CH:12][CH:13]=2)[CH:5]=[CH:6][CH:7]=1)[CH2:29][CH2:30][CH3:31]. The yield is 0.820. (4) The reactants are [CH2:1]([C:3]1[N:7]([C:8]2[N:16]=[C:15]3[C:11]([N:12]=[CH:13][N:14]3[CH3:17])=[C:10]([N:18]3[CH2:23][CH2:22][O:21][CH2:20][CH2:19]3)[N:9]=2)[C:6]2[CH:24]=[CH:25][CH:26]=[CH:27][C:5]=2[N:4]=1)[CH3:2].CN(CCN(C)C)C.[Li]CCCC.[C:41]([O:45][C:46]([N:48]1[CH2:53][CH2:52][CH:51]([C:54](=[O:59])NCOC)[CH2:50][CH2:49]1)=[O:47])([CH3:44])([CH3:43])[CH3:42]. The catalyst is C1COCC1. The product is [C:41]([O:45][C:46]([N:48]1[CH2:53][CH2:52][CH:51]([C:54]([C:13]2[N:14]([CH3:17])[C:15]3[C:11]([N:12]=2)=[C:10]([N:18]2[CH2:23][CH2:22][O:21][CH2:20][CH2:19]2)[N:9]=[C:8]([N:7]2[C:6]4[CH:24]=[CH:25][CH:26]=[CH:27][C:5]=4[N:4]=[C:3]2[CH2:1][CH3:2])[N:16]=3)=[O:59])[CH2:50][CH2:49]1)=[O:47])([CH3:44])([CH3:43])[CH3:42]. The yield is 0.960.